This data is from Forward reaction prediction with 1.9M reactions from USPTO patents (1976-2016). The task is: Predict the product of the given reaction. (1) Given the reactants [F:1][C:2]1[CH:3]=[C:4]([CH2:8][C:9]([OH:11])=[O:10])[CH:5]=[CH:6][CH:7]=1.OS(O)(=O)=O.[CH2:17](O)[CH3:18], predict the reaction product. The product is: [F:1][C:2]1[CH:3]=[C:4]([CH2:8][C:9]([O:11][CH2:17][CH3:18])=[O:10])[CH:5]=[CH:6][CH:7]=1. (2) Given the reactants [CH3:1][CH:2]([C:4]1[NH:9][CH:8]=[C:7]([C:10]([O:12][CH2:13][CH3:14])=[O:11])[C:6](=O)[CH:5]=1)[CH3:3], predict the reaction product. The product is: [CH3:13][O:12][CH2:10][CH2:7][CH2:8][NH:9][C:6]1[CH:5]=[C:4]([CH:2]([CH3:3])[CH3:1])[N:9]=[CH:8][C:7]=1[C:10]([O:12][CH2:13][CH3:14])=[O:11]. (3) Given the reactants [CH2:1]([O:8][C:9]1[C:14]([C:15](=NNC(OCC)=O)[CH3:16])=[C:13](O)[C:12]([O:25][C:26]2[C:34]([CH3:35])=[CH:33][C:32]([N+:36]([O-:38])=[O:37])=[C:31]3[C:27]=2[CH2:28][CH2:29][CH2:30]3)=[CH:11][CH:10]=1)[C:2]1[CH:7]=[CH:6][CH:5]=[CH:4][CH:3]=1.[C:39]([O-:42])(=[O:41])C.[C:43]([O-])(=[O:49])[CH3:44].[C:43]([O-])(=[O:49])[CH3:44].[C:39]([O-:42])(=[O:41])C.[Pb+4], predict the reaction product. The product is: [C:15]([C:14]1[C:9]([O:8][CH2:1][C:2]2[CH:7]=[CH:6][CH:5]=[CH:4][CH:3]=2)=[CH:10][CH:11]=[C:12]([O:25][C:26]2[C:34]([CH3:35])=[CH:33][C:32]([N+:36]([O-:38])=[O:37])=[C:31]3[C:27]=2[CH2:28][CH2:29][CH2:30]3)[C:13]=1[C:39]([O:42][CH2:43][CH3:44])=[O:41])(=[O:49])[CH3:16]. (4) The product is: [ClH:42].[ClH:42].[CH3:30][N:27]1[CH2:28][CH2:29][C:3]2[N:2]([CH3:1])[C:10]3[CH:9]=[C:8]([N:11]4[CH:16]=[CH:15][C:14]([O:17][CH2:18][C:19]5[CH:24]=[CH:23][CH:22]=[CH:21][N:20]=5)=[CH:13][C:12]4=[O:25])[CH:7]=[CH:6][C:5]=3[C:4]=2[CH2:26]1. Given the reactants [CH3:1][N:2]1[C:10]2[CH:9]=[C:8]([N:11]3[CH:16]=[CH:15][C:14]([O:17][CH2:18][C:19]4[CH:24]=[CH:23][CH:22]=[CH:21][N:20]=4)=[CH:13][C:12]3=[O:25])[CH:7]=[CH:6][C:5]=2[C:4]2[CH2:26][NH:27][CH2:28][CH2:29][C:3]1=2.[C:30]1(N)C(F)=C(F)C(F)=C(N)C=1F.[ClH:42].Cl, predict the reaction product. (5) Given the reactants Cl[C:2]1[N:3]=[C:4]([N:16]2[CH2:21][CH2:20][O:19][CH2:18][CH2:17]2)[C:5]2[S:10][C:9]([C:11]([O:14][CH3:15])([CH3:13])[CH3:12])=[CH:8][C:6]=2[N:7]=1.[CH3:22][N:23]([C:31]1[N:36]=[CH:35][C:34](B2OC(C)(C)C(C)(C)O2)=[CH:33][N:32]=1)C(=O)OC(C)(C)C, predict the reaction product. The product is: [CH3:15][O:14][C:11]([C:9]1[S:10][C:5]2[C:4]([N:16]3[CH2:21][CH2:20][O:19][CH2:18][CH2:17]3)=[N:3][C:2]([C:34]3[CH:33]=[N:32][C:31]([NH:23][CH3:22])=[N:36][CH:35]=3)=[N:7][C:6]=2[CH:8]=1)([CH3:13])[CH3:12]. (6) Given the reactants [Cl:1][C:2]1[CH:7]=[CH:6][C:5]([NH:8][C:9]2[C:18]3[C:13](=[CH:14][N:15]=[C:16](F)[CH:17]=3)[N:12]=[CH:11][C:10]=2[C:20]#[N:21])=[C:4]([F:22])[CH:3]=1.[CH3:23][N:24]([CH3:28])[CH2:25][CH2:26][O-:27].[Na+].O, predict the reaction product. The product is: [Cl:1][C:2]1[CH:7]=[CH:6][C:5]([NH:8][C:9]2[C:18]3[C:13](=[CH:14][N:15]=[C:16]([O:27][CH2:26][CH2:25][N:24]([CH3:28])[CH3:23])[CH:17]=3)[N:12]=[CH:11][C:10]=2[C:20]#[N:21])=[C:4]([F:22])[CH:3]=1.